From a dataset of Reaction yield outcomes from USPTO patents with 853,638 reactions. Predict the reaction yield, written as a fraction of the theoretical maximum amount of product (1.0 means a 100% yield; for example, 0.34 means a 34% yield). The reactants are [Si:1]([O:8][CH:9]1[CH2:14][CH:13]([CH3:15])[CH2:12][C:11]([C:16]2[CH:21]=[CH:20][N:19]=[CH:18][C:17]=2[N+:22]([O-])=O)=[CH:10]1)([C:4]([CH3:7])([CH3:6])[CH3:5])([CH3:3])[CH3:2]. The catalyst is CO.[Pd]. The product is [Si:1]([O:8][CH:9]1[CH2:14][CH:13]([CH3:15])[CH2:12][CH:11]([C:16]2[CH:21]=[CH:20][N:19]=[CH:18][C:17]=2[NH2:22])[CH2:10]1)([C:4]([CH3:7])([CH3:5])[CH3:6])([CH3:3])[CH3:2]. The yield is 0.900.